Dataset: Forward reaction prediction with 1.9M reactions from USPTO patents (1976-2016). Task: Predict the product of the given reaction. (1) Given the reactants [F:1][C:2]1[CH:3]=[CH:4][C:5]([O:10][C:11]2[CH:12]=[C:13]3[C:17](=[CH:18][CH:19]=2)[N:16]([CH2:20][CH:21]([CH3:23])[CH3:22])[N:15]=[CH:14]3)=[C:6]([CH:9]=1)[CH2:7][NH2:8].CCN(C(C)C)C(C)C.ClC(Cl)(O[C:37](=[O:43])OC(Cl)(Cl)Cl)Cl.[C:45]([C:49]1[O:53][N:52]=[C:51]([NH2:54])[CH:50]=1)([CH3:48])([CH3:47])[CH3:46], predict the reaction product. The product is: [C:45]([C:49]1[O:53][N:52]=[C:51]([NH:54][C:37]([NH:8][CH2:7][C:6]2[CH:9]=[C:2]([F:1])[CH:3]=[CH:4][C:5]=2[O:10][C:11]2[CH:12]=[C:13]3[C:17](=[CH:18][CH:19]=2)[N:16]([CH2:20][CH:21]([CH3:23])[CH3:22])[N:15]=[CH:14]3)=[O:43])[CH:50]=1)([CH3:48])([CH3:47])[CH3:46]. (2) Given the reactants [CH:1]([C:4]1[C:5](=[O:16])[O:6][CH2:7][C@@H:8]([C:10]2[CH:15]=[CH:14][CH:13]=[CH:12][CH:11]=2)[N:9]=1)([CH3:3])[CH3:2], predict the reaction product. The product is: [CH:1]([C@@H:4]1[NH:9][C@H:8]([C:10]2[CH:11]=[CH:12][CH:13]=[CH:14][CH:15]=2)[CH2:7][O:6][C:5]1=[O:16])([CH3:3])[CH3:2]. (3) Given the reactants [Cl:1][C:2]1[CH:3]=[C:4]([C:8]2[O:12][N:11]=[C:10]([CH:13]([OH:15])[CH3:14])[CH:9]=2)[CH:5]=[CH:6][CH:7]=1.C(N(CC)CC)C.[CH3:23][S:24](Cl)(=[O:26])=[O:25], predict the reaction product. The product is: [Cl:1][C:2]1[CH:3]=[C:4]([C:8]2[O:12][N:11]=[C:10]([CH:13]([O:15][S:24]([CH3:23])(=[O:26])=[O:25])[CH3:14])[CH:9]=2)[CH:5]=[CH:6][CH:7]=1. (4) Given the reactants Cl[C:2]1[C:11]2[C:6](=[CH:7][C:8]([O:12][CH3:13])=[CH:9][CH:10]=2)[CH:5]([CH2:14][CH2:15][NH:16][C:17](=[O:19])[CH3:18])[CH2:4][CH:3]=1.CC([O-])(C)C.[K+].Cl, predict the reaction product. The product is: [CH3:13][O:12][C:8]1[CH:7]=[C:6]2[C:11]([CH:2]=[CH:3][CH:4]=[C:5]2[CH2:14][CH2:15][NH:16][C:17](=[O:19])[CH3:18])=[CH:10][CH:9]=1.